Dataset: NCI-60 drug combinations with 297,098 pairs across 59 cell lines. Task: Regression. Given two drug SMILES strings and cell line genomic features, predict the synergy score measuring deviation from expected non-interaction effect. (1) Drug 1: CCC1=CC2CC(C3=C(CN(C2)C1)C4=CC=CC=C4N3)(C5=C(C=C6C(=C5)C78CCN9C7C(C=CC9)(C(C(C8N6C)(C(=O)OC)O)OC(=O)C)CC)OC)C(=O)OC.C(C(C(=O)O)O)(C(=O)O)O. Drug 2: C1=C(C(=O)NC(=O)N1)F. Cell line: T-47D. Synergy scores: CSS=49.0, Synergy_ZIP=-9.38, Synergy_Bliss=-7.59, Synergy_Loewe=-2.21, Synergy_HSA=-1.89. (2) Drug 1: CC=C1C(=O)NC(C(=O)OC2CC(=O)NC(C(=O)NC(CSSCCC=C2)C(=O)N1)C(C)C)C(C)C. Drug 2: CCN(CC)CCNC(=O)C1=C(NC(=C1C)C=C2C3=C(C=CC(=C3)F)NC2=O)C. Cell line: SF-268. Synergy scores: CSS=49.4, Synergy_ZIP=-2.62, Synergy_Bliss=-3.03, Synergy_Loewe=-29.9, Synergy_HSA=-1.50. (3) Drug 1: CC1C(C(CC(O1)OC2CC(CC3=C2C(=C4C(=C3O)C(=O)C5=C(C4=O)C(=CC=C5)OC)O)(C(=O)C)O)N)O.Cl. Drug 2: CCCCC(=O)OCC(=O)C1(CC(C2=C(C1)C(=C3C(=C2O)C(=O)C4=C(C3=O)C=CC=C4OC)O)OC5CC(C(C(O5)C)O)NC(=O)C(F)(F)F)O. Cell line: NCIH23. Synergy scores: CSS=30.7, Synergy_ZIP=6.71, Synergy_Bliss=6.92, Synergy_Loewe=-4.50, Synergy_HSA=8.21. (4) Drug 1: CC1CCC2CC(C(=CC=CC=CC(CC(C(=O)C(C(C(=CC(C(=O)CC(OC(=O)C3CCCCN3C(=O)C(=O)C1(O2)O)C(C)CC4CCC(C(C4)OC)OCCO)C)C)O)OC)C)C)C)OC. Drug 2: C1CN1C2=NC(=NC(=N2)N3CC3)N4CC4. Cell line: UACC-257. Synergy scores: CSS=11.5, Synergy_ZIP=-0.289, Synergy_Bliss=0.650, Synergy_Loewe=-1.67, Synergy_HSA=-1.70. (5) Synergy scores: CSS=23.1, Synergy_ZIP=-3.36, Synergy_Bliss=3.73, Synergy_Loewe=-3.87, Synergy_HSA=2.20. Drug 1: C1CC(C1)(C(=O)O)C(=O)O.[NH2-].[NH2-].[Pt+2]. Drug 2: C1=NNC2=C1C(=O)NC=N2. Cell line: A549. (6) Drug 1: C1CCC(C1)C(CC#N)N2C=C(C=N2)C3=C4C=CNC4=NC=N3. Synergy scores: CSS=2.25, Synergy_ZIP=1.85, Synergy_Bliss=3.14, Synergy_Loewe=-4.71, Synergy_HSA=-1.53. Drug 2: CC1CCCC2(C(O2)CC(NC(=O)CC(C(C(=O)C(C1O)C)(C)C)O)C(=CC3=CSC(=N3)C)C)C. Cell line: SF-268. (7) Drug 1: C1=C(C(=O)NC(=O)N1)N(CCCl)CCCl. Drug 2: C(=O)(N)NO. Cell line: ACHN. Synergy scores: CSS=65.9, Synergy_ZIP=-3.14, Synergy_Bliss=-2.92, Synergy_Loewe=-6.11, Synergy_HSA=0.0326.